Dataset: NCI-60 drug combinations with 297,098 pairs across 59 cell lines. Task: Regression. Given two drug SMILES strings and cell line genomic features, predict the synergy score measuring deviation from expected non-interaction effect. Drug 1: COC1=C2C(=CC3=C1OC=C3)C=CC(=O)O2. Drug 2: C1CN(P(=O)(OC1)NCCCl)CCCl. Cell line: SK-MEL-5. Synergy scores: CSS=22.8, Synergy_ZIP=2.65, Synergy_Bliss=3.40, Synergy_Loewe=-37.1, Synergy_HSA=4.59.